This data is from Full USPTO retrosynthesis dataset with 1.9M reactions from patents (1976-2016). The task is: Predict the reactants needed to synthesize the given product. (1) The reactants are: Cl[C:2]1[N:3]([CH2:10][C@:11]([OH:35])([CH3:34])[CH2:12][N:13]2[CH2:18][CH2:17][N:16]([C:19]([O:21][CH2:22][C:23]3[CH:28]=[CH:27][C:26]([O:29][C:30]([F:33])([F:32])[F:31])=[CH:25][CH:24]=3)=[O:20])[CH2:15][CH2:14]2)[CH:4]=[C:5]([N+:7]([O-:9])=[O:8])[N:6]=1.[H-].[Na+].C(OCC)(=O)C.O. Given the product [CH3:34][C@@:11]1([CH2:12][N:13]2[CH2:18][CH2:17][N:16]([C:19]([O:21][CH2:22][C:23]3[CH:28]=[CH:27][C:26]([O:29][C:30]([F:33])([F:32])[F:31])=[CH:25][CH:24]=3)=[O:20])[CH2:15][CH2:14]2)[O:35][C:2]2=[N:6][C:5]([N+:7]([O-:9])=[O:8])=[CH:4][N:3]2[CH2:10]1, predict the reactants needed to synthesize it. (2) Given the product [CH3:1][N:2]([CH3:27])[CH2:3][CH2:4][N:5]1[C:9]2[N:10]=[C:11]([C:20]3[CH:26]=[CH:25][C:23]([NH:24][C:32]([NH:40][C:41]4[CH:46]=[CH:45][CH:44]=[CH:43][N:42]=4)=[O:38])=[CH:22][CH:21]=3)[N:12]=[C:13]([N:14]3[CH2:15][CH2:16][O:17][CH2:18][CH2:19]3)[C:8]=2[CH:7]=[CH:6]1, predict the reactants needed to synthesize it. The reactants are: [CH3:1][N:2]([CH3:27])[CH2:3][CH2:4][N:5]1[C:9]2[N:10]=[C:11]([C:20]3[CH:26]=[CH:25][C:23]([NH2:24])=[CH:22][CH:21]=3)[N:12]=[C:13]([N:14]3[CH2:19][CH2:18][O:17][CH2:16][CH2:15]3)[C:8]=2[CH:7]=[CH:6]1.ClC(Cl)(O[C:32](=[O:38])OC(Cl)(Cl)Cl)Cl.[NH2:40][C:41]1[CH:46]=[CH:45][CH:44]=[CH:43][N:42]=1. (3) Given the product [OH:12][CH2:11][CH2:10][C@H:9]([NH:8][C:1](=[O:7])[CH2:2][CH2:3][CH:4]=[CH2:5])[C:13]1[CH:18]=[CH:17][CH:16]=[CH:15][CH:14]=1, predict the reactants needed to synthesize it. The reactants are: [C:1]([OH:7])(=O)[CH2:2][CH2:3][CH:4]=[CH2:5].[NH2:8][C@H:9]([C:13]1[CH:18]=[CH:17][CH:16]=[CH:15][CH:14]=1)[CH2:10][CH2:11][OH:12]. (4) Given the product [CH3:1][O:2][C:3]([C:4]1[CH:5]=[C:6]2[C:7](=[CH:8][CH:9]=1)[NH:10][CH:11]([C:12]1[CH:17]=[CH:16][CH:15]=[C:14]([Br:18])[CH:13]=1)[CH2:20][C:21]12[CH2:25][CH2:24][CH2:23][CH2:22]1)=[O:19], predict the reactants needed to synthesize it. The reactants are: [CH3:1][O:2][C:3](=[O:19])[C:4]1[CH:9]=[CH:8][C:7](/[N:10]=[CH:11]/[C:12]2[CH:17]=[CH:16][CH:15]=[C:14]([Br:18])[CH:13]=2)=[CH:6][CH:5]=1.[CH2:20]=[C:21]1[CH2:25][CH2:24][CH2:23][CH2:22]1. (5) The reactants are: [N:1]([CH2:4][CH:5]([N:17]1C(=O)C2C(=CC=CC=2)C1=O)[CH2:6][CH:7]1[CH2:16][CH2:15][C:14]2[C:9](=[CH:10][CH:11]=[CH:12][CH:13]=2)[CH2:8]1)=[N+:2]=[N-:3].NN. Given the product [N:1]([CH2:4][CH:5]([NH2:17])[CH2:6][CH:7]1[CH2:16][CH2:15][C:14]2[C:9](=[CH:10][CH:11]=[CH:12][CH:13]=2)[CH2:8]1)=[N+:2]=[N-:3], predict the reactants needed to synthesize it. (6) Given the product [C:28]([O:22][N:21]=[C:17]([C:16]1[C:8]([C:5]2[CH:6]=[CH:7][C:2]([F:1])=[CH:3][CH:4]=2)=[N:9][N:10]2[CH:15]=[CH:14][CH:13]=[CH:12][C:11]=12)[CH:18]([CH3:19])[CH3:20])(=[O:29])[NH2:27], predict the reactants needed to synthesize it. The reactants are: [F:1][C:2]1[CH:7]=[CH:6][C:5]([C:8]2[C:16]([C:17](=[N:21][OH:22])[CH:18]([CH3:20])[CH3:19])=[C:11]3[CH:12]=[CH:13][CH:14]=[CH:15][N:10]3[N:9]=2)=[CH:4][CH:3]=1.C[Si]([N:27]=[C:28]=[O:29])(C)C.N1C=CC=CC=1. (7) Given the product [CH2:6]([NH:8][C:9]1[C:14]([NH2:15])=[CH:13][C:12]([C:18]([F:21])([F:19])[F:20])=[CH:11][N:10]=1)[CH3:7], predict the reactants needed to synthesize it. The reactants are: C(O)(=O)C.O.[CH2:6]([NH:8][C:9]1[C:14]([N+:15]([O-])=O)=[CH:13][C:12]([C:18]([F:21])([F:20])[F:19])=[CH:11][N:10]=1)[CH3:7]. (8) Given the product [NH2:1][C:2]1[C:7]([CH:8]=[O:9])=[C:6]([CH:10]2[CH2:12][CH2:11]2)[N:5]=[C:4]([O:20][C:19]2[N:15]([CH3:14])[N:16]=[CH:17][CH:18]=2)[CH:3]=1, predict the reactants needed to synthesize it. The reactants are: [NH2:1][C:2]1[C:7]([CH:8]=[O:9])=[C:6]([CH:10]2[CH2:12][CH2:11]2)[N:5]=[C:4](Cl)[CH:3]=1.[CH3:14][N:15]1[C:19]([OH:20])=[CH:18][CH:17]=[N:16]1.C(=O)([O-])[O-].[Cs+].[Cs+].O.